Dataset: Reaction yield outcomes from USPTO patents with 853,638 reactions. Task: Predict the reaction yield, written as a fraction of the theoretical maximum amount of product (1.0 means a 100% yield; for example, 0.34 means a 34% yield). (1) The catalyst is CN(C)C1C=CN=CC=1. The reactants are [F:1][C:2]1[CH:7]=[CH:6][C:5]([C:8](=[O:15])[CH2:9][CH2:10][CH2:11][C:12]([OH:14])=O)=[CH:4][CH:3]=1.[CH3:16][C:17](C)(C)[C:18](Cl)=[O:19].C1N(C[C:30]2[CH:35]=[CH:34][CH:33]=[CH:32][CH:31]=2)C(=O)OC1.O.C[N:38](C)[CH:39]=[O:40]. The product is [CH2:16]([C@H:17]1[CH2:18][O:19][C:39](=[O:40])[N:38]1[C:12](=[O:14])[CH2:11][CH2:10][CH2:9][C:8]([C:5]1[CH:4]=[CH:3][C:2]([F:1])=[CH:7][CH:6]=1)=[O:15])[C:30]1[CH:35]=[CH:34][CH:33]=[CH:32][CH:31]=1. The yield is 0.780. (2) The reactants are [I:1][C:2]1[CH:11]=[CH:10][C:5]([C:6]([NH:8][NH2:9])=[O:7])=[CH:4][CH:3]=1.CN1CCCC1=O.[C:19](Cl)(=[O:26])[C:20]1[CH:25]=[CH:24][CH:23]=[CH:22][CH:21]=1. The product is [C:19]([NH:9][NH:8][C:6](=[O:7])[C:5]1[CH:10]=[CH:11][C:2]([I:1])=[CH:3][CH:4]=1)(=[O:26])[C:20]1[CH:25]=[CH:24][CH:23]=[CH:22][CH:21]=1. The yield is 0.970. The catalyst is O. (3) The reactants are [N+:1]([C:4]1[CH:9]=[CH:8][C:7]([C:10]2[O:11][C:12](=[O:25])[C:13]3[C:17]=2[C:16](=[O:18])[NH:15][C:14]=3[C:19]2[CH:24]=[CH:23][CH:22]=[CH:21][CH:20]=2)=[CH:6][CH:5]=1)([O-:3])=[O:2].S(C1C=CC(C)=CC=1)(O[CH3:30])(=O)=O.C(=O)([O-])[O-].[K+].[K+].CN(C)C=O. The catalyst is O. The product is [CH3:30][N:15]1[C:16](=[O:18])[C:17]2=[C:10]([C:7]3[CH:6]=[CH:5][C:4]([N+:1]([O-:3])=[O:2])=[CH:9][CH:8]=3)[O:11][C:12](=[O:25])[C:13]2=[C:14]1[C:19]1[CH:24]=[CH:23][CH:22]=[CH:21][CH:20]=1. The yield is 0.700. (4) The yield is 0.330. The catalyst is Cl[Pd](Cl)([P](C1C=CC=CC=1)(C1C=CC=CC=1)C1C=CC=CC=1)[P](C1C=CC=CC=1)(C1C=CC=CC=1)C1C=CC=CC=1.C1COCC1. The product is [CH2:1]([NH:5][C:6]([C:8]1[CH:9]=[CH:10][CH:11]=[C:12]2[S:18][C:17]3[CH:19]=[CH:20][CH:21]=[CH:22][C:16]=3[N:15]=[C:14]([C:29]3[CH:28]=[CH:27][C:26]([Cl:25])=[CH:31][N:30]=3)[C:13]=12)=[O:7])[CH2:2][CH2:3][CH3:4]. The reactants are [CH2:1]([NH:5][C:6]([C:8]1[CH:9]=[CH:10][CH:11]=[C:12]2[S:18][C:17]3[CH:19]=[CH:20][CH:21]=[CH:22][C:16]=3[N:15]=[C:14](Cl)[C:13]=12)=[O:7])[CH2:2][CH2:3][CH3:4].[Br-].[Cl:25][C:26]1[CH:27]=[CH:28][C:29]([Zn+])=[N:30][CH:31]=1.[NH4+].[Cl-].